Dataset: Peptide-MHC class II binding affinity with 134,281 pairs from IEDB. Task: Regression. Given a peptide amino acid sequence and an MHC pseudo amino acid sequence, predict their binding affinity value. This is MHC class II binding data. (1) The peptide sequence is FPTIPLSRLFDNAML. The MHC is DRB1_0404 with pseudo-sequence DRB1_0404. The binding affinity (normalized) is 0.714. (2) The peptide sequence is RPSTKNFFEL. The MHC is DRB1_0101 with pseudo-sequence DRB1_0101. The binding affinity (normalized) is 0.0507.